This data is from Forward reaction prediction with 1.9M reactions from USPTO patents (1976-2016). The task is: Predict the product of the given reaction. Given the reactants F[C:2]1[CH:9]=[CH:8][C:7]([CH2:10][CH2:11][C:12]2[NH:13][CH:14]=[C:15]([CH2:19][C:20]3[CH:21]=[N:22][CH:23]=[N:24][CH:25]=3)[C:16](=[O:18])[N:17]=2)=[CH:6][C:3]=1[C:4]#[N:5].[Cl:26][C:27]1[CH:32]=[CH:31][C:30]([OH:33])=[CH:29][C:28]=1[C:34]([F:37])([F:36])[F:35].C([O-])([O-])=O.[K+].[K+], predict the reaction product. The product is: [Cl:26][C:27]1[CH:32]=[CH:31][C:30]([O:33][C:2]2[CH:9]=[CH:8][C:7]([CH2:10][CH2:11][C:12]3[NH:13][CH:14]=[C:15]([CH2:19][C:20]4[CH:21]=[N:22][CH:23]=[N:24][CH:25]=4)[C:16](=[O:18])[N:17]=3)=[CH:6][C:3]=2[C:4]#[N:5])=[CH:29][C:28]=1[C:34]([F:35])([F:36])[F:37].